Predict the reactants needed to synthesize the given product. From a dataset of Full USPTO retrosynthesis dataset with 1.9M reactions from patents (1976-2016). The reactants are: [CH:1](/[C:4](=[CH:10]\[CH:11]=[CH2:12])/[C:5]([O:7]CC)=[O:6])([CH3:3])[CH3:2].C1COCC1.CO.[Li+].[OH-]. Given the product [CH:1](/[C:4](=[CH:10]\[CH:11]=[CH2:12])/[C:5]([OH:7])=[O:6])([CH3:3])[CH3:2], predict the reactants needed to synthesize it.